This data is from Reaction yield outcomes from USPTO patents with 853,638 reactions. The task is: Predict the reaction yield, written as a fraction of the theoretical maximum amount of product (1.0 means a 100% yield; for example, 0.34 means a 34% yield). (1) The reactants are [N+:1]([C:4]1[CH:10]=[C:9]([C:11]([CH3:14])([CH3:13])[CH3:12])[CH:8]=[CH:7][C:5]=1[NH2:6])([O-:3])=[O:2].CC(O)=O.[CH2:19]([CH2:23][C:24](=O)[CH3:25])[C:20]([CH3:22])=O. The catalyst is C1CCCCC1. The product is [C:11]([C:9]1[CH:8]=[CH:7][C:5]([N:6]2[C:24]([CH3:25])=[CH:23][CH:19]=[C:20]2[CH3:22])=[C:4]([N+:1]([O-:3])=[O:2])[CH:10]=1)([CH3:14])([CH3:13])[CH3:12]. The yield is 0.490. (2) The reactants are [OH:1][C:2]1[C:6]([C:7]([O:9][CH2:10][CH3:11])=[O:8])=[CH:5][N:4]([C:12]([O:14][C:15]([CH3:18])([CH3:17])[CH3:16])=[O:13])[N:3]=1.[C:19](=O)([O-])[O-].[K+].[K+].CI. The catalyst is CC#N. The product is [CH3:19][O:1][C:2]1[C:6]([C:7]([O:9][CH2:10][CH3:11])=[O:8])=[CH:5][N:4]([C:12]([O:14][C:15]([CH3:17])([CH3:16])[CH3:18])=[O:13])[N:3]=1. The yield is 0.850. (3) The reactants are Cl.[N:2]1[CH:7]=[CH:6][C:5]([C:8](=[NH:10])[NH2:9])=[CH:4][CH:3]=1.[Cl:11][C:12]([SH:15])(Cl)Cl.[OH-].[Na+]. The catalyst is ClCCl.O. The product is [Cl:11][C:12]1[S:15][N:9]=[C:8]([C:5]2[CH:6]=[CH:7][N:2]=[CH:3][CH:4]=2)[N:10]=1. The yield is 0.0598. (4) The reactants are [F:1][C:2]1[CH:3]=[C:4]2[C:8](=[CH:9][CH:10]=1)[NH:7][C:6]([C:11]([OH:13])=O)=[CH:5]2.[NH2:14][C@H:15]1[C:23]2[C:18](=[CH:19][CH:20]=[C:21]([C:24]#[N:25])[CH:22]=2)[CH2:17][C:16]1([CH3:27])[CH3:26].CN([P+](ON1N=NC2C=CC=CC1=2)(N(C)C)N(C)C)C.F[P-](F)(F)(F)(F)F.CN1CCOCC1. The catalyst is CN(C=O)C. The product is [C:24]([C:21]1[CH:22]=[C:23]2[C:18]([CH2:17][C:16]([CH3:27])([CH3:26])[C@H:15]2[NH:14][C:11]([C:6]2[NH:7][C:8]3[C:4]([CH:5]=2)=[CH:3][C:2]([F:1])=[CH:10][CH:9]=3)=[O:13])=[CH:19][CH:20]=1)#[N:25]. The yield is 0.760. (5) The reactants are [CH2:1]([O:8][CH2:9][C@H:10]1[CH2:15][NH:14][C:13](=O)[C@@H:12]([CH2:17][CH3:18])[O:11]1)[C:2]1[CH:7]=[CH:6][CH:5]=[CH:4][CH:3]=1.[AlH4-].[Li+].[OH-].[Na+]. The catalyst is C1COCC1.O. The product is [CH2:1]([O:8][CH2:9][C@@H:10]1[O:11][C@H:12]([CH2:17][CH3:18])[CH2:13][NH:14][CH2:15]1)[C:2]1[CH:3]=[CH:4][CH:5]=[CH:6][CH:7]=1. The yield is 0.146. (6) The reactants are C(OC([NH:8][C:9]1[S:13][C:12](Br)=[N:11][C:10]=1[C:15]([NH:17][C:18]1[CH:19]=[N:20][CH:21]=[CH:22][C:23]=1[N:24]1[CH2:29][CH2:28][CH2:27][C@H:26]([NH:30]C(=O)OC(C)(C)C)[CH2:25]1)=[O:16])=O)(C)(C)C.[F:38][C:39]1[C:44]([O:45][CH2:46][CH3:47])=[CH:43][CH:42]=[C:41]([F:48])[C:40]=1B(O)O.C(O)(C(F)(F)F)=O. The catalyst is C1C=CC(P(C2C=CC=CC=2)[C-]2C=CC=C2)=CC=1.C1C=CC(P(C2C=CC=CC=2)[C-]2C=CC=C2)=CC=1.Cl[Pd]Cl.[Fe+2].C(#N)C. The product is [NH2:8][C:9]1[S:13][C:12]([C:40]2[C:41]([F:48])=[CH:42][CH:43]=[C:44]([O:45][CH2:46][CH3:47])[C:39]=2[F:38])=[N:11][C:10]=1[C:15]([NH:17][C:18]1[CH:19]=[N:20][CH:21]=[CH:22][C:23]=1[N:24]1[CH2:29][CH2:28][CH2:27][C@H:26]([NH2:30])[CH2:25]1)=[O:16]. The yield is 0.120. (7) No catalyst specified. The reactants are [CH3:1][O:2][C:3]1[CH:10]=[CH:9][C:6]([CH2:7][NH2:8])=[CH:5][CH:4]=1.[F:11][C:12]1[CH:13]=[C:14]([CH:17]=[CH:18][C:19]=1F)[C:15]#[N:16].C(=O)([O-])O.[Na+]. The yield is 0.610. The product is [F:11][C:12]1[CH:13]=[C:14]([CH:17]=[CH:18][C:19]=1[NH:8][CH2:7][C:6]1[CH:9]=[CH:10][C:3]([O:2][CH3:1])=[CH:4][CH:5]=1)[C:15]#[N:16].